This data is from Catalyst prediction with 721,799 reactions and 888 catalyst types from USPTO. The task is: Predict which catalyst facilitates the given reaction. (1) Reactant: [N+]([C:4]1[CH:9]=[CH:8][CH:7]=[CH:6][C:5]=1[C:10]1[N:14]([CH2:15][CH:16]([OH:19])[CH2:17][OH:18])[C:13]2[CH:20]=[CH:21][CH:22]=[CH:23][C:12]=2[N:11]=1)([O-])=O.[H-].[Na+]. Product: [CH:6]1[C:5]2[C:10]3[N:14]([CH2:15][CH:16]([CH2:17][OH:18])[O:19][C:4]=2[CH:9]=[CH:8][CH:7]=1)[C:13]1[CH:20]=[CH:21][CH:22]=[CH:23][C:12]=1[N:11]=3. The catalyst class is: 3. (2) Reactant: Cl.[CH3:2][N:3]1[CH2:8][CH2:7][N:6]([C:9]2[CH:14]=[CH:13][C:12]([NH:15][C:16]3[N:17]=[C:18]([O:25][C:26]4[CH:31]=[CH:30][CH:29]=[C:28]([N+:32]([O-])=O)[CH:27]=4)[C:19]4[S:24][CH:23]=[CH:22][C:20]=4[N:21]=3)=[CH:11][CH:10]=2)[CH2:5][CH2:4]1. Product: [NH2:32][C:28]1[CH:27]=[C:26]([CH:31]=[CH:30][CH:29]=1)[O:25][C:18]1[C:19]2[S:24][CH:23]=[CH:22][C:20]=2[N:21]=[C:16]([NH:15][C:12]2[CH:11]=[CH:10][C:9]([N:6]3[CH2:5][CH2:4][N:3]([CH3:2])[CH2:8][CH2:7]3)=[CH:14][CH:13]=2)[N:17]=1. The catalyst class is: 186.